This data is from Catalyst prediction with 721,799 reactions and 888 catalyst types from USPTO. The task is: Predict which catalyst facilitates the given reaction. (1) Reactant: [Br:1][C:2]1(Br)[C:19](=[O:20])[C:6]2[S:7][C:8]([NH:13][C:14]([CH:16]3[CH2:18][CH2:17]3)=[O:15])=[C:9]([C:10]([NH2:12])=[O:11])[C:5]=2[CH2:4][CH2:3]1.C(=O)([O-])[O-].[K+].[K+]. Product: [CH:16]1([C:14]([NH:13][C:8]2[S:7][C:6]3[C:19]([OH:20])=[C:2]([Br:1])[CH:3]=[CH:4][C:5]=3[C:9]=2[C:10]([NH2:12])=[O:11])=[O:15])[CH2:17][CH2:18]1. The catalyst class is: 38. (2) Reactant: [Cl:1][C:2]1[CH:3]=[C:4]([CH:7]=[C:8]([O:10][C:11]2[C:16]([Cl:17])=[CH:15][CH:14]=[C:13]([CH3:18])[C:12]=2[F:19])[CH:9]=1)[C:5]#[N:6].C1C(=O)N([Br:27])C(=O)C1. Product: [Br:27][CH2:18][C:13]1[C:12]([F:19])=[C:11]([O:10][C:8]2[CH:7]=[C:4]([CH:3]=[C:2]([Cl:1])[CH:9]=2)[C:5]#[N:6])[C:16]([Cl:17])=[CH:15][CH:14]=1. The catalyst class is: 53.